Task: Regression. Given two drug SMILES strings and cell line genomic features, predict the synergy score measuring deviation from expected non-interaction effect.. Dataset: NCI-60 drug combinations with 297,098 pairs across 59 cell lines (1) Cell line: MDA-MB-231. Drug 1: CCN(CC)CCNC(=O)C1=C(NC(=C1C)C=C2C3=C(C=CC(=C3)F)NC2=O)C. Drug 2: C1CN(CCN1C(=O)CCBr)C(=O)CCBr. Synergy scores: CSS=14.8, Synergy_ZIP=-5.58, Synergy_Bliss=-2.20, Synergy_Loewe=-0.0272, Synergy_HSA=0.171. (2) Drug 1: CS(=O)(=O)C1=CC(=C(C=C1)C(=O)NC2=CC(=C(C=C2)Cl)C3=CC=CC=N3)Cl. Drug 2: CC12CCC(CC1=CCC3C2CCC4(C3CC=C4C5=CN=CC=C5)C)O. Cell line: TK-10. Synergy scores: CSS=6.95, Synergy_ZIP=-1.16, Synergy_Bliss=4.23, Synergy_Loewe=2.68, Synergy_HSA=3.35. (3) Drug 1: CN1C2=C(C=C(C=C2)N(CCCl)CCCl)N=C1CCCC(=O)O.Cl. Drug 2: C(CCl)NC(=O)N(CCCl)N=O. Cell line: UO-31. Synergy scores: CSS=-0.956, Synergy_ZIP=1.59, Synergy_Bliss=1.54, Synergy_Loewe=0.708, Synergy_HSA=-1.39. (4) Drug 1: CCCS(=O)(=O)NC1=C(C(=C(C=C1)F)C(=O)C2=CNC3=C2C=C(C=N3)C4=CC=C(C=C4)Cl)F. Drug 2: CCC1(CC2CC(C3=C(CCN(C2)C1)C4=CC=CC=C4N3)(C5=C(C=C6C(=C5)C78CCN9C7C(C=CC9)(C(C(C8N6C)(C(=O)OC)O)OC(=O)C)CC)OC)C(=O)OC)O.OS(=O)(=O)O. Cell line: CAKI-1. Synergy scores: CSS=55.3, Synergy_ZIP=9.20, Synergy_Bliss=4.56, Synergy_Loewe=-29.6, Synergy_HSA=7.16.